This data is from CYP1A2 inhibition data for predicting drug metabolism from PubChem BioAssay. The task is: Regression/Classification. Given a drug SMILES string, predict its absorption, distribution, metabolism, or excretion properties. Task type varies by dataset: regression for continuous measurements (e.g., permeability, clearance, half-life) or binary classification for categorical outcomes (e.g., BBB penetration, CYP inhibition). Dataset: cyp1a2_veith. The drug is Nc1cc(=O)[nH]c(N)n1. The result is 0 (non-inhibitor).